Dataset: Forward reaction prediction with 1.9M reactions from USPTO patents (1976-2016). Task: Predict the product of the given reaction. (1) Given the reactants [Cl:1][C:2]1[CH:3]=[C:4]([NH:9][C:10]2[C:19]3[C:14](=[C:15]([S:23]([CH3:26])(=[O:25])=[O:24])[CH:16]=[C:17]([N+:20]([O-])=O)[CH:18]=3)[N:13]=[CH:12][C:11]=2[C:27]#[N:28])[CH:5]=[CH:6][C:7]=1[F:8].O.O.[Sn](Cl)(Cl)(Cl)Cl, predict the reaction product. The product is: [NH2:20][C:17]1[CH:18]=[C:19]2[C:14](=[C:15]([S:23]([CH3:26])(=[O:25])=[O:24])[CH:16]=1)[N:13]=[CH:12][C:11]([C:27]#[N:28])=[C:10]2[NH:9][C:4]1[CH:5]=[CH:6][C:7]([F:8])=[C:2]([Cl:1])[CH:3]=1. (2) Given the reactants C([O:5][C:6]([CH2:8][O:9][CH2:10][CH:11]([NH:13][C:14]1[CH:24]=[CH:23][C:17]([C:18]([O:20][CH2:21][CH3:22])=[O:19])=[CH:16][C:15]=1[Cl:25])[CH3:12])=[O:7])(C)(C)C.FC(F)(F)C(O)=O, predict the reaction product. The product is: [Cl:25][C:15]1[CH:16]=[C:17]([CH:23]=[CH:24][C:14]=1[NH:13][CH:11]([CH3:12])[CH2:10][O:9][CH2:8][C:6]([OH:7])=[O:5])[C:18]([O:20][CH2:21][CH3:22])=[O:19]. (3) Given the reactants C([O-])(=O)C.[Na+].Br[CH:7](Br)[C:8]([C:10]([F:13])([F:12])[F:11])=[O:9].Cl.[F:16][C:17]1[CH:22]=[C:21]([Cl:23])[C:20]([OH:24])=[CH:19][C:18]=1[NH:25][NH2:26], predict the reaction product. The product is: [Cl:23][C:21]1[C:20]([OH:24])=[CH:19][C:18]([NH:25][N:26]=[CH:7][C:8](=[O:9])[C:10]([F:13])([F:12])[F:11])=[C:17]([F:16])[CH:22]=1. (4) Given the reactants C(NC(C)C)(C)C.C([Li])CCC.[CH3:13][O:14][C:15](=[O:27])[CH2:16][C:17]1[CH:22]=[CH:21][C:20]([Cl:23])=[C:19]([N+:24]([O-:26])=[O:25])[CH:18]=1.I[CH2:29][CH:30]1[CH2:34][CH2:33][CH2:32][CH2:31]1, predict the reaction product. The product is: [CH3:13][O:14][C:15](=[O:27])[CH:16]([C:17]1[CH:22]=[CH:21][C:20]([Cl:23])=[C:19]([N+:24]([O-:26])=[O:25])[CH:18]=1)[CH2:29][CH:30]1[CH2:34][CH2:33][CH2:32][CH2:31]1. (5) Given the reactants [CH:1]([C:3]1[NH:7][C:6]([C:8]([OH:10])=O)=[CH:5][C:4]=1[CH3:11])=[O:2].[CH3:12][N:13]1[CH2:18][CH2:17][NH:16][CH2:15][CH2:14]1, predict the reaction product. The product is: [CH3:11][C:4]1[CH:5]=[C:6]([C:8]([N:16]2[CH2:17][CH2:18][N:13]([CH3:12])[CH2:14][CH2:15]2)=[O:10])[NH:7][C:3]=1[CH:1]=[O:2]. (6) Given the reactants [C@@H:1]1([N:9]2[CH:17]=[N:16][C:15]3[C:10]2=[N:11][C:12]([O:19][CH2:20][CH:21]2[C:23]4([CH2:25][CH2:24]4)[CH2:22]2)=[N:13][C:14]=3[NH2:18])[O:7][C@H:6]([CH3:8])[C@@H:4](O)[C@H:2]1[OH:3].C(OC(C([Cl:35])=O)(C)C)(=O)C, predict the reaction product. The product is: [Cl:35][C@H:4]1[C@@H:6]([CH3:8])[O:7][C@@H:1]([N:9]2[CH:17]=[N:16][C:15]3[C:10]2=[N:11][C:12]([O:19][CH2:20][CH:21]2[C:23]4([CH2:25][CH2:24]4)[CH2:22]2)=[N:13][C:14]=3[NH2:18])[C@@H:2]1[OH:3]. (7) Given the reactants C(OC(=O)[NH:7][C@@H:8]1[CH2:12][CH2:11][N:10]([C:13]2[CH:18]=[CH:17][C:16]([Br:19])=[CH:15][N:14]=2)[CH2:9]1)(C)(C)C.C(O)(C(F)(F)F)=O, predict the reaction product. The product is: [Br:19][C:16]1[CH:17]=[CH:18][C:13]([N:10]2[CH2:11][CH2:12][C@@H:8]([NH2:7])[CH2:9]2)=[N:14][CH:15]=1. (8) Given the reactants [C:1]([C:3]1[CH:4]=[C:5](B(O)O)[CH:6]=[CH:7][CH:8]=1)#[N:2].Br[C:13]1[CH:18]=[CH:17][C:16]([OH:19])=[CH:15][CH:14]=1.C(=O)([O-])[O-].[Na+].[Na+], predict the reaction product. The product is: [OH:19][C:16]1[CH:17]=[CH:18][C:13]([C:5]2[CH:6]=[CH:7][CH:8]=[C:3]([C:1]#[N:2])[CH:4]=2)=[CH:14][CH:15]=1. (9) Given the reactants [Cl:1][C:2]1[CH:3]=[CH:4][C:5]([C:23]#[N:24])=[C:6]([C:8]2[C:13]([O:14][CH2:15][CH3:16])=[CH:12][N:11]([CH:17]([CH3:21])[C:18](O)=[O:19])[C:10](=[O:22])[CH:9]=2)[CH:7]=1.[NH2:25][C:26]1[CH:38]=[CH:37][C:29]([C:30]([O:32][C:33]([CH3:36])([CH3:35])[CH3:34])=[O:31])=[CH:28][CH:27]=1, predict the reaction product. The product is: [Cl:1][C:2]1[CH:3]=[CH:4][C:5]([C:23]#[N:24])=[C:6]([C:8]2[C:13]([O:14][CH2:15][CH3:16])=[CH:12][N:11]([CH:17]([CH3:21])[C:18]([NH:25][C:26]3[CH:38]=[CH:37][C:29]([C:30]([O:32][C:33]([CH3:34])([CH3:35])[CH3:36])=[O:31])=[CH:28][CH:27]=3)=[O:19])[C:10](=[O:22])[CH:9]=2)[CH:7]=1. (10) The product is: [CH3:1][O:2][C:3]([C:5]1[CH:10]=[CH:9][CH:8]=[CH:7][C:6]=1[O:11][C:12]([N:14]1[CH2:18][C@H:17]([SH:19])[CH2:16][C@H:15]1[CH2:39][O:40][CH2:41][C:42]1[CH:47]=[C:46]([F:48])[C:45]([F:49])=[CH:44][C:43]=1[F:50])=[O:13])=[O:4]. Given the reactants [CH3:1][O:2][C:3]([C:5]1[CH:10]=[CH:9][CH:8]=[CH:7][C:6]=1[O:11][C:12]([N:14]1[CH2:18][C@H:17]([S:19]C(C2C=CC=CC=2)(C2C=CC=CC=2)C2C=CC=CC=2)[CH2:16][C@H:15]1[CH2:39][O:40][CH2:41][C:42]1[CH:47]=[C:46]([F:48])[C:45]([F:49])=[CH:44][C:43]=1[F:50])=[O:13])=[O:4].C([SiH](CC)CC)C, predict the reaction product.